Task: Predict the reaction yield, written as a fraction of the theoretical maximum amount of product (1.0 means a 100% yield; for example, 0.34 means a 34% yield).. Dataset: Reaction yield outcomes from USPTO patents with 853,638 reactions (1) The reactants are [CH3:1][C:2]1[CH:3]=[CH:4][C:5]2[O:9][CH:8]=[N:7][C:6]=2[CH:10]=1.C1C(=O)N([Br:18])C(=O)C1.CC(N=NC(C#N)(C)C)(C#N)C. The catalyst is C(Cl)(Cl)Cl. The product is [Br:18][CH2:1][C:2]1[CH:3]=[CH:4][C:5]2[O:9][CH:8]=[N:7][C:6]=2[CH:10]=1. The yield is 0.130. (2) The reactants are [C:1]1(P([C:1]2[CH:6]=CC=[CH:3][CH:2]=2)[C:1]2[CH:6]=CC=[CH:3][CH:2]=2)[CH:6]=CC=[CH:3][CH:2]=1.C[C@H](O)CC.[Br:25][C:26]1[C:34]2[C:29](=[CH:30][C:31]([N+:35]([O-:37])=[O:36])=[CH:32][CH:33]=2)[NH:28][CH:27]=1.N(C(OC(C)C)=O)=NC(OC(C)C)=O. The catalyst is ClCCl. The product is [Br:25][C:26]1[C:34]2[C:29](=[CH:30][C:31]([N+:35]([O-:37])=[O:36])=[CH:32][CH:33]=2)[N:28]([C@@H:1]([CH2:2][CH3:3])[CH3:6])[CH:27]=1. The yield is 0.680. (3) The reactants are Cl[CH2:2][C:3]1[CH:19]=[CH:18][C:6]([O:7][C:8]2[S:9][C:10]3[CH:16]=[C:15]([F:17])[CH:14]=[CH:13][C:11]=3[N:12]=2)=[CH:5][CH:4]=1.Cl.[CH2:21]1[CH:25]2[CH2:26][NH:27][CH2:28][CH:24]2[CH2:23][N:22]1[C:29]([NH2:31])=[O:30].C([O-])([O-])=O.[Cs+].[Cs+]. The yield is 0.0700. The product is [F:17][C:15]1[CH:14]=[CH:13][C:11]2[N:12]=[C:8]([O:7][C:6]3[CH:18]=[CH:19][C:3]([CH2:2][N:27]4[CH2:26][CH:25]5[CH2:21][N:22]([C:29]([NH2:31])=[O:30])[CH2:23][CH:24]5[CH2:28]4)=[CH:4][CH:5]=3)[S:9][C:10]=2[CH:16]=1. The catalyst is CN(C=O)C. (4) The yield is 0.840. The catalyst is C1COCC1.CCCCC. The product is [CH3:1][O:2][C:3]1[CH:18]=[CH:17][C:6]([CH2:7][O:8][C:9]2[CH:14]=[C:13]([B:24]([OH:29])[OH:25])[CH:12]=[CH:11][C:10]=2[Cl:16])=[CH:5][CH:4]=1. The reactants are [CH3:1][O:2][C:3]1[CH:18]=[CH:17][C:6]([CH2:7][O:8][C:9]2[CH:14]=[C:13](I)[CH:12]=[CH:11][C:10]=2[Cl:16])=[CH:5][CH:4]=1.C([Mg]Cl)(C)C.[B:24](OC(C)C)([O:29]C(C)C)[O:25]C(C)C.Cl. (5) The reactants are [Cl:1][C:2]1[N:7]=[CH:6][C:5]([CH2:8][NH:9][C:10]2[N:15]=[C:14]([NH:16][C:17]3[CH:22]=[CH:21][C:20]([F:23])=[C:19]([C:24]([F:27])([F:26])[F:25])[CH:18]=3)[N:13]=[C:12]([NH:28][NH2:29])[N:11]=2)=[CH:4][CH:3]=1.[F:30][C:31]([F:42])([F:41])[O:32][C:33]1[CH:40]=[CH:39][C:36]([CH:37]=O)=[CH:35][CH:34]=1. The catalyst is C(O)C. The product is [Cl:1][C:2]1[N:7]=[CH:6][C:5]([CH2:8][NH:9][C:10]2[N:15]=[C:14]([NH:16][C:17]3[CH:22]=[CH:21][C:20]([F:23])=[C:19]([C:24]([F:25])([F:27])[F:26])[CH:18]=3)[N:13]=[C:12]([NH:28][N:29]=[CH:37][C:36]3[CH:39]=[CH:40][C:33]([O:32][C:31]([F:30])([F:41])[F:42])=[CH:34][CH:35]=3)[N:11]=2)=[CH:4][CH:3]=1. The yield is 0.450. (6) The reactants are Br[C:2]1[CH:3]=[C:4]([CH:20]=[CH:21][CH:22]=1)[CH2:5][S:6]([NH:9][C:10]1[CH:18]=[CH:17][C:13]([C:14]([OH:16])=[O:15])=[C:12]([OH:19])[CH:11]=1)(=[O:8])=[O:7].[O:23]1[C:27]2[CH:28]=[CH:29][C:30](B(O)O)=[CH:31][C:26]=2[CH2:25][CH2:24]1.CCN(C(C)C)C(C)C.C(Cl)Cl. The catalyst is C1C=CC(P(C2C=CC=CC=2)[C-]2C=CC=C2)=CC=1.C1C=CC(P(C2C=CC=CC=2)[C-]2C=CC=C2)=CC=1.Cl[Pd]Cl.[Fe+2]. The product is [O:23]1[C:27]2[CH:28]=[CH:29][C:30]([C:2]3[CH:3]=[C:4]([CH:20]=[CH:21][CH:22]=3)[CH2:5][S:6]([NH:9][C:10]3[CH:18]=[CH:17][C:13]([C:14]([OH:16])=[O:15])=[C:12]([OH:19])[CH:11]=3)(=[O:8])=[O:7])=[CH:31][C:26]=2[CH2:25][CH2:24]1. The yield is 0.720. (7) The reactants are [CH3:1][O:2][C:3]1[CH:8]=[CH:7][C:6]([CH2:9]O)=[CH:5][C:4]=1[N+:11]([O-:13])=[O:12].P(Br)(Br)[Br:15]. The catalyst is C(Cl)Cl.O.[Cl-].[Na+].O. The product is [Br:15][CH2:9][C:6]1[CH:7]=[CH:8][C:3]([O:2][CH3:1])=[C:4]([N+:11]([O-:13])=[O:12])[CH:5]=1. The yield is 0.960.